Predict the reactants needed to synthesize the given product. From a dataset of Full USPTO retrosynthesis dataset with 1.9M reactions from patents (1976-2016). (1) Given the product [CH3:10][O:9][C:7]1[CH:6]=[C:5]([C:11]([OH:22])([CH3:23])[CH2:12][CH2:13][CH2:14][CH2:15][C:16]#[C:17][Si:18]([CH3:21])([CH3:20])[CH3:19])[CH:4]=[C:3]([O:2][CH3:1])[CH:8]=1, predict the reactants needed to synthesize it. The reactants are: [CH3:1][O:2][C:3]1[CH:4]=[C:5]([C:11](=[O:22])[CH2:12][CH2:13][CH2:14][CH2:15][C:16]#[C:17][Si:18]([CH3:21])([CH3:20])[CH3:19])[CH:6]=[C:7]([O:9][CH3:10])[CH:8]=1.[CH3:23][Mg]Br.[Cl-].[NH4+]. (2) Given the product [CH:19]1([C:6]2[C:7]([C:13]3[CH:18]=[CH:17][CH:16]=[CH:15][CH:14]=3)=[C:8]3[N:12]([CH2:11][CH2:10][CH2:9]3)[C:5]=2[CH3:4])[CH2:20][CH2:21][CH2:22][CH2:23][CH2:24]1, predict the reactants needed to synthesize it. The reactants are: C([CH2:4][C:5]1[N:12]2[C:8]([CH2:9][CH2:10][CH2:11]2)=[C:7]([C:13]2[CH:18]=[CH:17][CH:16]=[CH:15][CH:14]=2)[C:6]=1[C:19]1(C(O)=O)[CH2:24][CH2:23][CH2:22][CH2:21][CH2:20]1)(O)=O.C(=O)=O.C(OC(C)C)(C)C. (3) Given the product [CH3:28][N:29]1[CH2:34][CH2:33][N:32]([CH2:35][CH2:36][CH2:37][NH:38][C:23](=[O:24])[C:22]2[CH:26]=[CH:27][C:19](/[CH:18]=[N:17]/[NH:16][C:15]3[N:14]=[CH:13][N:12]=[C:11]4[N:7]([C:1]5[CH:6]=[CH:5][CH:4]=[CH:3][CH:2]=5)[N:8]=[CH:9][C:10]=34)=[CH:20][CH:21]=2)[CH2:31][CH2:30]1, predict the reactants needed to synthesize it. The reactants are: [C:1]1([N:7]2[C:11]3=[N:12][CH:13]=[N:14][C:15]([NH:16]/[N:17]=[CH:18]/[C:19]4[CH:27]=[CH:26][C:22]([C:23](O)=[O:24])=[CH:21][CH:20]=4)=[C:10]3[CH:9]=[N:8]2)[CH:6]=[CH:5][CH:4]=[CH:3][CH:2]=1.[CH3:28][N:29]1[CH2:34][CH2:33][N:32]([CH2:35][CH2:36][CH2:37][NH2:38])[CH2:31][CH2:30]1.C1(N2C3=NC=NC(N/N=C/C4C=CC(C(NCCCN5CCCC5)=O)=CC=4)=C3C=N2)C=CC=CC=1. (4) Given the product [C:1]1([CH3:9])[CH:6]=[CH:5][CH:4]=[C:3]([C:7]([C:12]2[CH:11]=[C:10]([CH3:18])[CH:15]=[CH:14][CH:13]=2)=[O:23])[CH:2]=1, predict the reactants needed to synthesize it. The reactants are: [C:1]1([CH3:9])[CH:6]=[CH:5][CH:4]=[C:3]([C:7]#N)[CH:2]=1.[C:10]1([CH3:18])[CH:15]=[CH:14][CH:13]=[C:12]([Mg]Cl)[CH:11]=1.Cl.C1C[O:23]CC1. (5) Given the product [F:40][C:37]1[CH:36]=[CH:35][C:34]([C:33]([NH:32][CH:29]2[CH2:30][CH2:31][N:26]([C:24](=[O:25])[C@@H:23]([NH:22][C:14](=[O:15])[C@@H:13]([CH2:12][N:9]([CH:10]=[O:11])[OH:8])[CH2:17][CH2:18][CH2:19][CH3:20])[C:42]([CH3:45])([CH3:44])[CH3:43])[CH2:27][CH2:28]2)=[O:41])=[CH:39][CH:38]=1, predict the reactants needed to synthesize it. The reactants are: C([O:8][N:9]([CH2:12][C@@H:13]([CH2:17][CH2:18][CH2:19][CH3:20])[C:14](O)=[O:15])[CH:10]=[O:11])C1C=CC=CC=1.Cl.[NH2:22][C@@H:23]([C:42]([CH3:45])([CH3:44])[CH3:43])[C:24]([N:26]1[CH2:31][CH2:30][CH:29]([NH:32][C:33](=[O:41])[C:34]2[CH:39]=[CH:38][C:37]([F:40])=[CH:36][CH:35]=2)[CH2:28][CH2:27]1)=[O:25]. (6) Given the product [O:32]=[C:26]1[CH:25]([N:18]2[C:17](=[O:33])[C:16]3[C:20](=[CH:21][CH:22]=[CH:23][C:15]=3[CH2:14][NH:13][C:41]([NH:40][C:34]3[CH:39]=[CH:38][CH:37]=[CH:36][CH:35]=3)=[O:42])[C:19]2=[O:24])[CH2:30][CH2:29][C:28](=[O:31])[NH:27]1, predict the reactants needed to synthesize it. The reactants are: N12CCCN=C1CCCCC2.Cl.[NH2:13][CH2:14][C:15]1[CH:23]=[CH:22][CH:21]=[C:20]2[C:16]=1[C:17](=[O:33])[N:18]([CH:25]1[CH2:30][CH2:29][C:28](=[O:31])[NH:27][C:26]1=[O:32])[C:19]2=[O:24].[C:34]1([N:40]=[C:41]=[O:42])[CH:39]=[CH:38][CH:37]=[CH:36][CH:35]=1. (7) Given the product [CH2:9]([O:10][C:11]1[C:12]([C:16]2[CH:17]=[N:18][CH:19]=[CH:20][CH:21]=2)=[N:13][NH:14][CH:15]=1)[CH2:8][CH:7]=[CH2:1], predict the reactants needed to synthesize it. The reactants are: [C:1]1([CH2:7][CH2:8][CH2:9][O:10][C:11]2[C:12]([C:16]3[CH:17]=[N:18][CH:19]=[CH:20][CH:21]=3)=[N:13][NH:14][CH:15]=2)C=CC=CC=1.BrCCC=C.N1C=CC=C(C2C(O)=CN(COCC[Si](C)(C)C)N=2)C=1. (8) Given the product [CH2:1]([N:3]1[C:11]([C:12]2[CH:17]=[N:16][C:15]([CH3:18])=[N:14][CH:13]=2)=[N:10][C:9]2[C:4]1=[N:5][CH:6]=[N:7][C:8]=2[O:19][C@H:20]1[CH2:24][CH2:23][NH:22][CH2:21]1)[CH3:2], predict the reactants needed to synthesize it. The reactants are: [CH2:1]([N:3]1[C:11]([C:12]2[CH:13]=[N:14][C:15]([CH3:18])=[N:16][CH:17]=2)=[N:10][C:9]2[C:4]1=[N:5][CH:6]=[N:7][C:8]=2[O:19][C@H:20]1[CH2:24][CH2:23][N:22](C(OC(C)(C)C)=O)[CH2:21]1)[CH3:2].C(O)(C(F)(F)F)=O.C(=O)([O-])O.[Na+]. (9) Given the product [F:19][C:16]1[CH:17]=[CH:18][C:13]([C:12]([NH:11][C:8]2[CH:9]=[CH:10][C:5]([C:4]([OH:21])=[O:3])=[CH:6][CH:7]=2)=[O:20])=[CH:14][CH:15]=1, predict the reactants needed to synthesize it. The reactants are: C([O:3][C:4](=[O:21])[C:5]1[CH:10]=[CH:9][C:8]([NH:11][C:12](=[O:20])[C:13]2[CH:18]=[CH:17][C:16]([F:19])=[CH:15][CH:14]=2)=[CH:7][CH:6]=1)C.O.[OH-].[Na+]. (10) Given the product [NH2:1][N:2]1[C:11](=[O:12])[C:10]2[C:5](=[C:6]([O:22][CH3:23])[C:7]([N:14]3[CH2:18][CH2:17][CH:16]([CH:19]([NH:21][CH2:37][CH2:36][C:35]#[N:38])[CH3:20])[CH2:15]3)=[C:8]([F:13])[CH:9]=2)[N:4]([CH:24]2[CH2:26][CH2:25]2)[C:3]1=[O:27], predict the reactants needed to synthesize it. The reactants are: [NH2:1][N:2]1[C:11](=[O:12])[C:10]2[C:5](=[C:6]([O:22][CH3:23])[C:7]([N:14]3[CH2:18][CH2:17][CH:16]([CH:19]([NH2:21])[CH3:20])[CH2:15]3)=[C:8]([F:13])[CH:9]=2)[N:4]([CH:24]2[CH2:26][CH2:25]2)[C:3]1=[O:27].C(N(CC)CC)C.[C:35](#[N:38])[CH:36]=[CH2:37].